From a dataset of Reaction yield outcomes from USPTO patents with 853,638 reactions. Predict the reaction yield, written as a fraction of the theoretical maximum amount of product (1.0 means a 100% yield; for example, 0.34 means a 34% yield). (1) The reactants are [CH3:1][O:2][C:3]1[CH:8]=[CH:7][C:6]([N:9]2[CH2:14][CH2:13][N:12]([C:15]3[C:16]([CH3:30])=[C:17]([C:27](=[O:29])[CH3:28])[C:18]4[O:22][C:21]([CH3:24])([CH3:23])[CH2:20][C:19]=4[C:25]=3[CH3:26])[CH2:11][CH2:10]2)=[CH:5][CH:4]=1.[BH4-].[Na+]. The catalyst is O.C1COCC1.CO. The product is [CH3:1][O:2][C:3]1[CH:8]=[CH:7][C:6]([N:9]2[CH2:14][CH2:13][N:12]([C:15]3[C:16]([CH3:30])=[C:17]([CH:27]([OH:29])[CH3:28])[C:18]4[O:22][C:21]([CH3:23])([CH3:24])[CH2:20][C:19]=4[C:25]=3[CH3:26])[CH2:11][CH2:10]2)=[CH:5][CH:4]=1. The yield is 0.500. (2) The reactants are CC1C=CC(S(O[CH2:12][CH2:13][CH2:14][CH2:15][CH2:16][O:17][CH2:18][CH2:19][CH2:20][NH:21][C:22](=[O:28])[O:23][C:24]([CH3:27])([CH3:26])[CH3:25])(=O)=O)=CC=1.[OH:29][C:30]1[CH:39]=[CH:38][C:33]([C:34]([O:36][CH3:37])=[O:35])=[CH:32][CH:31]=1.C(=O)([O-])[O-].[K+].[K+]. The catalyst is CC#N.CCOC(C)=O. The product is [C:24]([O:23][C:22]([NH:21][CH2:20][CH2:19][CH2:18][O:17][CH2:16][CH2:15][CH2:14][CH2:13][CH2:12][O:29][C:30]1[CH:31]=[CH:32][C:33]([C:34]([O:36][CH3:37])=[O:35])=[CH:38][CH:39]=1)=[O:28])([CH3:27])([CH3:26])[CH3:25]. The yield is 0.930. (3) The reactants are [OH:1][C@H:2]1[CH2:7][CH2:6][C@H:5]([CH2:8][NH:9][C:10](=[O:16])[O:11][C:12]([CH3:15])([CH3:14])[CH3:13])[CH2:4][CH2:3]1.[CH3:17][S:18](Cl)(=[O:20])=[O:19]. The catalyst is C(Cl)Cl. The product is [CH3:17][S:18]([O:1][C@H:2]1[CH2:7][CH2:6][C@H:5]([CH2:8][NH:9][C:10]([O:11][C:12]([CH3:13])([CH3:15])[CH3:14])=[O:16])[CH2:4][CH2:3]1)(=[O:20])=[O:19]. The yield is 0.910. (4) The reactants are [CH2:1]([O:3][C:4]([C:6]1[N:7]=[CH:8][N:9]2[C:15]=1[CH:14]([CH3:16])[N:13]=[C:12]([C:17]1[CH:22]=[CH:21][CH:20]=[CH:19][CH:18]=1)[C:11]1[CH:23]=[C:24](Br)[CH:25]=[CH:26][C:10]2=1)=[O:5])[CH3:2].[CH3:28][Si:29]([C:32]#[CH:33])([CH3:31])[CH3:30]. The catalyst is C(#N)C.CC([O-])=O.CC([O-])=O.C1C=CC(P(C2C=CC=CC=2)C2C=CC=CC=2)=CC=1.C1C=CC(P(C2C=CC=CC=2)C2C=CC=CC=2)=CC=1.[Pd+2]. The product is [CH2:1]([O:3][C:4]([C:6]1[N:7]=[CH:8][N:9]2[C:15]=1[CH:14]([CH3:16])[N:13]=[C:12]([C:17]1[CH:22]=[CH:21][CH:20]=[CH:19][CH:18]=1)[C:11]1[CH:23]=[C:24]([C:33]#[C:32][Si:29]([CH3:31])([CH3:30])[CH3:28])[CH:25]=[CH:26][C:10]2=1)=[O:5])[CH3:2]. The yield is 0.833. (5) The reactants are [Cl:1][C:2]1[CH:8]=[C:7]([O:9][C:10]2[C:19]3[C:14](=[CH:15][C:16]([O:22][CH3:23])=[C:17]([O:20][CH3:21])[CH:18]=3)[N:13]=[CH:12][N:11]=2)[CH:6]=[CH:5][C:3]=1[NH2:4].C(N(CC)CC)C.ClC(Cl)(O[C:35](=[O:41])OC(Cl)(Cl)Cl)Cl.[CH2:43]([N:47]([CH2:51][CH2:52][CH2:53][CH3:54])[CH2:48][CH2:49][NH2:50])[CH2:44][CH2:45][CH3:46]. The catalyst is C(Cl)(Cl)Cl.O. The product is [Cl:1][C:2]1[CH:8]=[C:7]([O:9][C:10]2[C:19]3[C:14](=[CH:15][C:16]([O:22][CH3:23])=[C:17]([O:20][CH3:21])[CH:18]=3)[N:13]=[CH:12][N:11]=2)[CH:6]=[CH:5][C:3]=1[NH:4][C:35]([NH:50][CH2:49][CH2:48][N:47]([CH2:43][CH2:44][CH2:45][CH3:46])[CH2:51][CH2:52][CH2:53][CH3:54])=[O:41]. The yield is 0.430.